This data is from Reaction yield outcomes from USPTO patents with 853,638 reactions. The task is: Predict the reaction yield, written as a fraction of the theoretical maximum amount of product (1.0 means a 100% yield; for example, 0.34 means a 34% yield). (1) The reactants are [N:1]12[CH2:8][CH2:7][C:4]([C:9]([C:17]3[CH:22]=[CH:21][CH:20]=[CH:19][CH:18]=3)([C:11]3[CH:16]=[CH:15][CH:14]=[CH:13][CH:12]=3)[OH:10])([CH2:5][CH2:6]1)[CH2:3][CH2:2]2.[Br:23]C[CH:25]1[CH2:30][CH2:29][CH2:28][O:27][CH2:26]1.[CH3:31]C#N. No catalyst specified. The product is [Br-:23].[OH:10][C:9]([C:17]1[CH:22]=[CH:21][CH:20]=[CH:19][CH:18]=1)([C:11]1[CH:12]=[CH:13][CH:14]=[CH:15][CH:16]=1)[C:4]12[CH2:5][CH2:6][N+:1]([CH2:31][CH:26]3[CH2:25][CH2:30][CH2:29][CH2:28][O:27]3)([CH2:2][CH2:3]1)[CH2:8][CH2:7]2. The yield is 0.508. (2) The reactants are C[O:2][C:3]1[CH:8]=[CH:7][C:6]([C:9]2[CH:14]=[CH:13][C:12]([C:15]#[N:16])=[C:11]([CH3:17])[CH:10]=2)=[CH:5][CH:4]=1.B(Br)(Br)Br.O. The catalyst is C(Cl)Cl. The product is [OH:2][C:3]1[CH:4]=[CH:5][C:6]([C:9]2[CH:14]=[CH:13][C:12]([C:15]#[N:16])=[C:11]([CH3:17])[CH:10]=2)=[CH:7][CH:8]=1. The yield is 0.940. (3) The catalyst is O1CCOCC1. The reactants are [C:1]([C:5]1[CH:10]=[C:9]([F:11])[CH:8]=[CH:7][C:6]=1[OH:12])([CH3:4])([CH3:3])[CH3:2].CCN(CC)CC.Cl[C:21]([O:23][CH3:24])=[O:22]. The yield is 0.590. The product is [C:21](=[O:22])([O:23][CH3:24])[O:12][C:6]1[CH:7]=[CH:8][C:9]([F:11])=[CH:10][C:5]=1[C:1]([CH3:4])([CH3:2])[CH3:3]. (4) The reactants are Cl[C:2]1[N:7]=[N:6][C:5]([NH2:8])=[CH:4][CH:3]=1.[CH3:9][N:10]1[CH2:15][CH2:14][NH:13][CH2:12][CH2:11]1. No catalyst specified. The product is [CH3:9][N:10]1[CH2:15][CH2:14][N:13]([C:2]2[N:7]=[N:6][C:5]([NH2:8])=[CH:4][CH:3]=2)[CH2:12][CH2:11]1. The yield is 0.780. (5) The reactants are C1CCN(CCCN2CC3C4C=CC(F)=CC=4C(NC=3CC2)=O)CC1.[CH2:26]([N:33]1[C:41]2[CH:40]=[CH:39][CH:38]=[C:37]([C:42]([O:44]C)=[O:43])[C:36]=2[C:35]([CH2:46][CH2:47][NH:48][C@H:49]2[CH:54]3[CH2:55][CH2:56][N:51]([CH2:52][CH2:53]3)[CH2:50]2)=[N:34]1)[C:27]1[CH:32]=[CH:31][CH:30]=[CH:29][CH:28]=1.O.[OH-].[Li+:59]. No catalyst specified. The product is [CH2:26]([N:33]1[C:41]2[CH:40]=[CH:39][CH:38]=[C:37]([C:42]([O-:44])=[O:43])[C:36]=2[C:35]([CH2:46][CH2:47][NH:48][C@H:49]2[CH:54]3[CH2:55][CH2:56][N:51]([CH2:52][CH2:53]3)[CH2:50]2)=[N:34]1)[C:27]1[CH:28]=[CH:29][CH:30]=[CH:31][CH:32]=1.[Li+:59]. The yield is 1.00. (6) The reactants are [CH3:1][N:2]([CH3:19])[C:3]1[CH:4]=[C:5]([CH:11]=[CH:12][C:13]=1[CH2:14][CH2:15][CH2:16][CH2:17][CH3:18])[C:6](OCC)=[O:7].C(C1C=C(C=CC=1)C(OCC)=O)CCC.[H-].[Al+3].[Li+].[H-].[H-].[H-].O1CCCC1. No catalyst specified. The product is [CH3:1][N:2]([CH3:19])[C:3]1[CH:4]=[C:5]([CH:11]=[CH:12][C:13]=1[CH2:14][CH2:15][CH2:16][CH2:17][CH3:18])[CH2:6][OH:7]. The yield is 0.980. (7) The reactants are [NH2:1][C:2]1[N:7]=[CH:6][N:5]=[C:4]2[N:8]([CH:12]([C:14]3[C:15]([O:34][CH3:35])=[C:16]([CH:23]4[CH2:26][N:25](C(OC(C)(C)C)=O)[CH2:24]4)[C:17]([C:21]#[N:22])=[C:18]([Cl:20])[CH:19]=3)[CH3:13])[N:9]=[C:10]([CH3:11])[C:3]=12.FC(F)(F)C(O)=O. The catalyst is C(Cl)Cl.CO.C(=O)(O)[O-].[Na+].[Cl-].[Na+].O. The product is [NH2:1][C:2]1[N:7]=[CH:6][N:5]=[C:4]2[N:8]([CH:12]([C:14]3[CH:19]=[C:18]([Cl:20])[C:17]([C:21]#[N:22])=[C:16]([CH:23]4[CH2:24][NH:25][CH2:26]4)[C:15]=3[O:34][CH3:35])[CH3:13])[N:9]=[C:10]([CH3:11])[C:3]=12. The yield is 0.970.